From a dataset of Forward reaction prediction with 1.9M reactions from USPTO patents (1976-2016). Predict the product of the given reaction. Given the reactants Cl[C:2]1[C:3]2[C:4](=[N:8][N:9]([CH2:11][C:12]3[CH:17]=[CH:16][C:15]([CH2:18][N:19]4[CH:23]=[CH:22][CH:21]=[N:20]4)=[CH:14][CH:13]=3)[CH:10]=2)[N:5]=[CH:6][N:7]=1.[F:24][C:25]1[C:30]([O:31][CH3:32])=[CH:29][CH:28]=[C:27]([O:33][CH2:34][CH:35]2[CH2:38][O:37][CH2:36]2)[C:26]=1[CH2:39][NH2:40].CCN(C(C)C)C(C)C, predict the reaction product. The product is: [N:19]1([CH2:18][C:15]2[CH:16]=[CH:17][C:12]([CH2:11][N:9]3[CH:10]=[C:3]4[C:4]([N:5]=[CH:6][N:7]=[C:2]4[NH:40][CH2:39][C:26]4[C:27]([O:33][CH2:34][CH:35]5[CH2:36][O:37][CH2:38]5)=[CH:28][CH:29]=[C:30]([O:31][CH3:32])[C:25]=4[F:24])=[N:8]3)=[CH:13][CH:14]=2)[CH:23]=[CH:22][CH:21]=[N:20]1.